Dataset: Full USPTO retrosynthesis dataset with 1.9M reactions from patents (1976-2016). Task: Predict the reactants needed to synthesize the given product. Given the product [Br:13][C:14]1[CH:19]=[C:18]([Br:20])[CH:17]=[C:16]([F:21])[C:15]=1[CH:25]=[O:26], predict the reactants needed to synthesize it. The reactants are: C(NC(C)C)(C)C.C([Li])CCC.[Br:13][C:14]1[CH:15]=[C:16]([F:21])[CH:17]=[C:18]([Br:20])[CH:19]=1.CN([CH:25]=[O:26])C.